This data is from Forward reaction prediction with 1.9M reactions from USPTO patents (1976-2016). The task is: Predict the product of the given reaction. Given the reactants [CH3:1][N:2]([CH3:13])[CH2:3][CH2:4][CH2:5][CH2:6][CH2:7][CH2:8][CH2:9][CH2:10][CH2:11][CH3:12].[C:14](=[O:21])([O:18][CH2:19][CH3:20])[O:15][CH2:16][CH3:17], predict the reaction product. The product is: [CH2:16]([O:15][C:14](=[O:18])[O-:21])[CH3:17].[CH3:1][N+:2]([CH3:13])([CH2:19][CH3:20])[CH2:3][CH2:4][CH2:5][CH2:6][CH2:7][CH2:8][CH2:9][CH2:10][CH2:11][CH3:12].